From a dataset of Forward reaction prediction with 1.9M reactions from USPTO patents (1976-2016). Predict the product of the given reaction. (1) Given the reactants [CH2:1]([N:4]1[CH2:8][C@@:7]([NH2:16])([C:9]2[CH:14]=[CH:13][CH:12]=[C:11]([Br:15])[CH:10]=2)[C@H:6]([CH2:17]O)[CH2:5]1)[CH:2]=[CH2:3].[C:19]([N:27]=[C:28]=[S:29])(=[O:26])[C:20]1[CH:25]=[CH:24][CH:23]=[CH:22][CH:21]=1.C(N1C=CN=C1)(N1C=CN=C1)=O, predict the reaction product. The product is: [CH2:1]([N:4]1[CH2:5][C@@H:6]2[C@@:7]([C:9]3[CH:14]=[CH:13][CH:12]=[C:11]([Br:15])[CH:10]=3)([N:16]=[C:28]([NH:27][C:19](=[O:26])[C:20]3[CH:21]=[CH:22][CH:23]=[CH:24][CH:25]=3)[S:29][CH2:17]2)[CH2:8]1)[CH:2]=[CH2:3]. (2) Given the reactants O[CH:2]1[CH2:7][CH2:6][CH:5]([C:8]([O:10][C:11]([CH3:14])([CH3:13])[CH3:12])=[O:9])[CH2:4][CH2:3]1.CCN(S(F)(F)[F:21])CC, predict the reaction product. The product is: [F:21][CH:2]1[CH2:7][CH2:6][CH:5]([C:8]([O:10][C:11]([CH3:14])([CH3:13])[CH3:12])=[O:9])[CH2:4][CH2:3]1. (3) Given the reactants [OH:1][C:2]1[CH:11]=[C:10]2[C:5]([C:6]([CH3:23])=[CH:7][N:8]([C:13]3[CH:14]=[C:15]([CH:19]=[CH:20][C:21]=3[CH3:22])[C:16]([OH:18])=[O:17])[C:9]2=[O:12])=[CH:4][CH:3]=1.C(=O)([O-])[O-].[K+].[K+].Br[CH2:31][CH2:32][Cl:33].[OH-].[Na+], predict the reaction product. The product is: [Cl:33][CH2:32][CH2:31][O:1][C:2]1[CH:11]=[C:10]2[C:5]([C:6]([CH3:23])=[CH:7][N:8]([C:13]3[CH:14]=[C:15]([CH:19]=[CH:20][C:21]=3[CH3:22])[C:16]([OH:18])=[O:17])[C:9]2=[O:12])=[CH:4][CH:3]=1. (4) The product is: [NH2:38][C:33]1[N:29]([C:26]2[CH:27]=[CH:28][C:23]([F:22])=[CH:24][CH:25]=2)[N:30]=[N:31][C:32]=1[C:34]([NH:1][CH:2]1[C:3]2[C:8](=[C:7]([OH:19])[C:6]([F:20])=[C:5]([F:21])[CH:4]=2)[CH:9]([CH2:17][CH3:18])[CH2:10][C:11]1([OH:12])[C:13]([F:15])([F:16])[F:14])=[O:36]. Given the reactants [NH2:1][CH:2]1[C:11]([C:13]([F:16])([F:15])[F:14])([OH:12])[CH2:10][CH:9]([CH2:17][CH3:18])[C:8]2[C:7]([OH:19])=[C:6]([F:20])[C:5]([F:21])=[CH:4][C:3]1=2.[F:22][C:23]1[CH:28]=[CH:27][C:26]([N:29]2[CH:33]=[C:32]([C:34]([OH:36])=O)[N:31]=[N:30]2)=[CH:25][CH:24]=1.C[N:38](C(ON1N=NC2C=CC=NC1=2)=[N+](C)C)C.F[P-](F)(F)(F)(F)F, predict the reaction product. (5) Given the reactants [CH3:1][S:2][C:3]1[S:4][C:5]2[CH:11]=[C:10]([OH:12])[CH:9]=[CH:8][C:6]=2[N:7]=1.C(=O)([O-])[O-].[Cs+].[Cs+].[Cl:19][C:20]1[CH:25]=[C:24](F)[CH:23]=[CH:22][N:21]=1.C([O-])(O)=O.[Na+], predict the reaction product. The product is: [Cl:19][C:20]1[CH:25]=[C:24]([O:12][C:10]2[CH:9]=[CH:8][C:6]3[N:7]=[C:3]([S:2][CH3:1])[S:4][C:5]=3[CH:11]=2)[CH:23]=[CH:22][N:21]=1. (6) Given the reactants [Br:1][C:2]1[CH:7]=[C:6]([NH:8][C:9](=[O:16])[C:10]([OH:15])([CH3:14])[CH2:11][CH2:12][CH3:13])[CH:5]=[C:4]([O:17]C)[N:3]=1, predict the reaction product. The product is: [Br:1][C:2]1[NH:3][C:4](=[O:17])[CH:5]=[C:6]([NH:8][C:9](=[O:16])[C:10]([OH:15])([CH3:14])[CH2:11][CH2:12][CH3:13])[CH:7]=1.